From a dataset of Forward reaction prediction with 1.9M reactions from USPTO patents (1976-2016). Predict the product of the given reaction. (1) Given the reactants N(OC(C)(C)C)=O.[Br:8][C:9]1[CH:15]=[CH:14][C:12](N)=[C:11]([S:16][CH3:17])[C:10]=1[CH3:18].[CH3:19][S:20]SC, predict the reaction product. The product is: [CH3:18][C:10]1[C:11]([S:16][CH3:17])=[C:12]([S:20][CH3:19])[CH:14]=[CH:15][C:9]=1[Br:8]. (2) Given the reactants [C:1]([N:4]1[C:13]2[C:8](=[CH:9][C:10]([C:15]3[CH:16]=[N:17][N:18]([CH:20]4[CH2:22][CH2:21]4)[CH:19]=3)=[C:11](N)[CH:12]=2)[N:7]([C:23]([O:25][CH:26]([CH3:28])[CH3:27])=[O:24])[CH2:6][C@@H:5]1[CH3:29])(=[O:3])[CH3:2].[C:30]([N:33]1C2C(=CC(C3C=CC(S(C)(=O)=O)=CC=3)=C(Br)C=2)N(C(OC(C)C)=O)C[C@@H]1C)(=O)C, predict the reaction product. The product is: [C:1]([N:4]1[C:13]2[C:8](=[CH:9][C:10]([C:15]3[CH:16]=[N:17][N:18]([CH:20]4[CH2:22][CH2:21]4)[CH:19]=3)=[C:11]([C:30]#[N:33])[CH:12]=2)[N:7]([C:23]([O:25][CH:26]([CH3:27])[CH3:28])=[O:24])[CH2:6][C@@H:5]1[CH3:29])(=[O:3])[CH3:2]. (3) Given the reactants [C:1]([C:3]1[CH:8]=[CH:7][CH:6]=[CH:5][C:4]=1[C:9]1[CH:14]=[CH:13][C:12]([CH2:15][C:16]2[C:17](=[O:42])[N:18]([C:28]3[CH:41]=[CH:40][C:31]([O:32][C:33]([CH3:39])([CH3:38])[C:34](OC)=[O:35])=[CH:30][CH:29]=3)[C:19]3[N:20]([N:25]=[CH:26][N:27]=3)[C:21]=2[CH2:22][CH2:23][CH3:24])=[CH:11][CH:10]=1)#[N:2].[BH4-].[Li+].C(OCC)(=O)C.[Cl-].[NH4+], predict the reaction product. The product is: [OH:35][CH2:34][C:33]([CH3:38])([CH3:39])[O:32][C:31]1[CH:40]=[CH:41][C:28]([N:18]2[C:17](=[O:42])[C:16]([CH2:15][C:12]3[CH:13]=[CH:14][C:9]([C:4]4[C:3]([C:1]#[N:2])=[CH:8][CH:7]=[CH:6][CH:5]=4)=[CH:10][CH:11]=3)=[C:21]([CH2:22][CH2:23][CH3:24])[N:20]3[N:25]=[CH:26][N:27]=[C:19]23)=[CH:29][CH:30]=1. (4) Given the reactants [NH2:1][C:2]1[C:11]2[C:6](=[CH:7][CH:8]=[CH:9][CH:10]=2)[C:5]([S:12]([OH:15])(=[O:14])=[O:13])=[CH:4][CH:3]=1.[C:16](Cl)(=[O:23])[C:17]1[CH:22]=[CH:21][CH:20]=[CH:19][CH:18]=1, predict the reaction product. The product is: [C:16]([NH:1][C:2]1[C:11]2[C:6](=[CH:7][CH:8]=[CH:9][CH:10]=2)[C:5]([S:12]([OH:15])(=[O:13])=[O:14])=[CH:4][CH:3]=1)(=[O:23])[C:17]1[CH:22]=[CH:21][CH:20]=[CH:19][CH:18]=1. (5) Given the reactants [CH:1]1[C:2]2[C:16](=[O:17])[C:15]3[C:14]([OH:18])=[C:13]([O:19][C@@H:20]4[O:25][C@H:24]([CH2:26][OH:27])[C@@H:23]([OH:28])[C@H:22]([OH:29])[C@H:21]4[OH:30])[C:12]([OH:31])=[CH:11][C:10]=3[O:9][C:3]=2[CH:4]=[C:5]([OH:8])[C:6]=1[OH:7].CS(C)=O.[OH-].[Ca+2:37].[OH-].C(O)C, predict the reaction product. The product is: [CH:1]1[C:2]2[C:16](=[O:17])[C:15]3[C:14]([OH:18])=[C:13]([O:19][C@@H:20]4[O:25][C@H:24]([CH2:26][OH:27])[C@@H:23]([OH:28])[C@H:22]([OH:29])[C@H:21]4[OH:30])[C:12]([OH:31])=[CH:11][C:10]=3[O:9][C:3]=2[CH:4]=[C:5]([OH:8])[C:6]=1[OH:7].[Ca:37]. (6) Given the reactants [F:1][C:2]([F:15])([F:14])[O:3][C:4]1[CH:5]=[C:6]([C:10]#[C:11][CH2:12][OH:13])[CH:7]=[CH:8][CH:9]=1.[H-].[H-].[H-].[H-].[Li+].[Al+3], predict the reaction product. The product is: [F:1][C:2]([F:14])([F:15])[O:3][C:4]1[CH:5]=[C:6]([CH2:10][CH2:11][CH2:12][OH:13])[CH:7]=[CH:8][CH:9]=1. (7) Given the reactants [Cl:1][C:2]1[CH:3]=[C:4]2[C:8](=[CH:9][CH:10]=1)[NH:7][C:6]([C:11]([NH:13][NH2:14])=[O:12])=[CH:5]2.C(N(CC)CC)C.[C:22](Cl)(=[O:29])[C:23]1[CH:28]=[CH:27][CH:26]=[CH:25][CH:24]=1.C(OCC)(=O)C, predict the reaction product. The product is: [Cl:1][C:2]1[CH:3]=[C:4]2[C:8](=[CH:9][CH:10]=1)[NH:7][C:6]([C:11]([NH:13][NH:14][C:22](=[O:29])[C:23]1[CH:28]=[CH:27][CH:26]=[CH:25][CH:24]=1)=[O:12])=[CH:5]2.